From a dataset of Reaction yield outcomes from USPTO patents with 853,638 reactions. Predict the reaction yield, written as a fraction of the theoretical maximum amount of product (1.0 means a 100% yield; for example, 0.34 means a 34% yield). (1) The reactants are [Cl:1][CH2:2]/[CH:3]=[CH:4]/[CH2:5]Cl.[C:7]([NH2:18])(=[O:17])[C:8]1[C:9](=[CH:13][CH:14]=[CH:15][CH:16]=1)[C:10](N)=[O:11].[K].O. The catalyst is CN(C=O)C. The product is [Cl:1][CH2:2][CH:3]=[CH:4][CH2:5][N:18]1[C:7](=[O:17])[C:8]2[C:9](=[CH:13][CH:14]=[CH:15][CH:16]=2)[C:10]1=[O:11]. The yield is 0.760. (2) The reactants are [Cl:1][C:2]1[C:3]([N:17]2[CH2:22][CH2:21][CH2:20][C@@H:19]([NH:23]C(=O)OC(C)(C)C)[CH2:18]2)=[C:4]2[C:10]([NH:11][C:12]([CH:14]3[CH2:16][CH2:15]3)=[O:13])=[CH:9][NH:8][C:5]2=[N:6][CH:7]=1.Cl. The catalyst is C(O)(C(F)(F)F)=O.C(Cl)Cl.CCOCC. The product is [ClH:1].[NH2:23][C@@H:19]1[CH2:20][CH2:21][CH2:22][N:17]([C:3]2[C:2]([Cl:1])=[CH:7][N:6]=[C:5]3[NH:8][CH:9]=[C:10]([NH:11][C:12]([CH:14]4[CH2:15][CH2:16]4)=[O:13])[C:4]=23)[CH2:18]1. The yield is 0.630. (3) The reactants are [Br:1][C:2]1[CH:3]=[C:4]([OH:9])[CH:5]=[N:6][C:7]=1[Cl:8].C(=O)([O-])[O-].[Na+].[Na+].[I:16]I.Cl. The catalyst is O. The product is [Br:1][C:2]1[CH:3]=[C:4]([OH:9])[C:5]([I:16])=[N:6][C:7]=1[Cl:8]. The yield is 0.970. (4) The reactants are Br[C:2]1[N:10]([C:11]2[CH:16]=[CH:15][C:14]([Cl:17])=[CH:13][C:12]=2[Cl:18])[C:9]2[CH2:8][CH2:7][N:6]([N:19]3[CH2:24][CH2:23][CH2:22][CH2:21][CH2:20]3)[C:5](=[O:25])[C:4]=2[C:3]=1[CH3:26].[OH:27][C:28]1[CH:33]=[CH:32][C:31](B(O)O)=[CH:30][CH:29]=1.C([O-])([O-])=O.[Na+].[Na+]. The catalyst is COCCOC.C1C=CC([P]([Pd]([P](C2C=CC=CC=2)(C2C=CC=CC=2)C2C=CC=CC=2)([P](C2C=CC=CC=2)(C2C=CC=CC=2)C2C=CC=CC=2)[P](C2C=CC=CC=2)(C2C=CC=CC=2)C2C=CC=CC=2)(C2C=CC=CC=2)C2C=CC=CC=2)=CC=1. The product is [Cl:18][C:12]1[CH:13]=[C:14]([Cl:17])[CH:15]=[CH:16][C:11]=1[N:10]1[C:9]2[CH2:8][CH2:7][N:6]([N:19]3[CH2:24][CH2:23][CH2:22][CH2:21][CH2:20]3)[C:5](=[O:25])[C:4]=2[C:3]([CH3:26])=[C:2]1[C:31]1[CH:32]=[CH:33][C:28]([OH:27])=[CH:29][CH:30]=1. The yield is 0.870.